This data is from Peptide-MHC class II binding affinity with 134,281 pairs from IEDB. The task is: Regression. Given a peptide amino acid sequence and an MHC pseudo amino acid sequence, predict their binding affinity value. This is MHC class II binding data. (1) The peptide sequence is AVDDYAGYLLDKNQSDLVTN. The MHC is DRB1_0101 with pseudo-sequence DRB1_0101. The binding affinity (normalized) is 0.332. (2) The peptide sequence is QDPKNVYQRGTHPFS. The MHC is HLA-DQA10501-DQB10302 with pseudo-sequence HLA-DQA10501-DQB10302. The binding affinity (normalized) is 0.200. (3) The peptide sequence is VIPEWCCRSCTMPPV. The MHC is DRB1_0801 with pseudo-sequence DRB1_0801. The binding affinity (normalized) is 0.466. (4) The binding affinity (normalized) is 0.0169. The MHC is HLA-DQA10401-DQB10402 with pseudo-sequence HLA-DQA10401-DQB10402. The peptide sequence is VEIKEFANAVKLRRS. (5) The peptide sequence is TVDKSKPKVYQWFDLRKY. The MHC is DRB1_0301 with pseudo-sequence DRB1_0301. The binding affinity (normalized) is 0. (6) The peptide sequence is DQGCSSALGSGPYGA. The MHC is DRB5_0101 with pseudo-sequence DRB5_0101. The binding affinity (normalized) is 0.290. (7) The peptide sequence is KIIGGIGGFIKVRQYDQIPI. The binding affinity (normalized) is 0.376. The MHC is DRB1_1302 with pseudo-sequence DRB1_1302.